From a dataset of Peptide-MHC class I binding affinity with 185,985 pairs from IEDB/IMGT. Regression. Given a peptide amino acid sequence and an MHC pseudo amino acid sequence, predict their binding affinity value. This is MHC class I binding data. (1) The peptide sequence is LPVFTWLAL. The MHC is HLA-B53:01 with pseudo-sequence HLA-B53:01. The binding affinity (normalized) is 0.490. (2) The peptide sequence is YSHYSHNPK. The MHC is HLA-B15:17 with pseudo-sequence HLA-B15:17. The binding affinity (normalized) is 0.0847. (3) The peptide sequence is WADEYLCVNA. The MHC is HLA-A02:01 with pseudo-sequence HLA-A02:01. The binding affinity (normalized) is 0.0130. (4) The peptide sequence is YAMMSLFDM. The MHC is HLA-A26:01 with pseudo-sequence HLA-A26:01. The binding affinity (normalized) is 0.0847. (5) The peptide sequence is ADQAIANGV. The MHC is HLA-B45:01 with pseudo-sequence HLA-B45:01. The binding affinity (normalized) is 0.0811.